Dataset: Peptide-MHC class I binding affinity with 185,985 pairs from IEDB/IMGT. Task: Regression. Given a peptide amino acid sequence and an MHC pseudo amino acid sequence, predict their binding affinity value. This is MHC class I binding data. (1) The peptide sequence is RQFPTAFMF. The MHC is Mamu-B52 with pseudo-sequence Mamu-B52. The binding affinity (normalized) is 0.727. (2) The MHC is H-2-Kk with pseudo-sequence H-2-Kk. The binding affinity (normalized) is 0.260. The peptide sequence is REPRGSDI. (3) The peptide sequence is ATNLWVTVY. The MHC is Mamu-A11 with pseudo-sequence Mamu-A11. The binding affinity (normalized) is 0.0873. (4) The binding affinity (normalized) is 0. The MHC is HLA-B44:03 with pseudo-sequence HLA-B44:03. The peptide sequence is CLGGLLTMV.